The task is: Predict the reaction yield, written as a fraction of the theoretical maximum amount of product (1.0 means a 100% yield; for example, 0.34 means a 34% yield).. This data is from Reaction yield outcomes from USPTO patents with 853,638 reactions. (1) The reactants are [Cl:1][C:2]1[C:3]([C:46](=[O:56])[N:47]([CH2:52][CH2:53][CH2:54][CH3:55])[CH2:48][CH2:49][CH2:50][CH3:51])=[N:4][N:5]([C:8]2[CH:29]=[CH:28][C:27]([C:30](=[O:45])[NH:31][S:32]([C:35]3[CH:44]=[CH:43][C:42]4[C:37](=[CH:38][CH:39]=[CH:40][CH:41]=4)[CH:36]=3)(=[O:34])=[O:33])=[CH:26][C:9]=2[C:10]([N:12]2[C@@H](C(OC)=O)C[C:19]3[C:14](=[CH:15][CH:16]=[CH:17][CH:18]=3)[CH2:13]2)=[O:11])[C:6]=1[CH3:7].ClC1C(C(=O)N(CCCC)CCCC)=NN(C2C=CC(C(=O)NS(C3C=CC4C(=CC=CC=4)C=3)(=O)=O)=CC=2C(O)=[O:67])C=1C. No catalyst specified. The product is [Cl:1][C:2]1[C:3]([C:46](=[O:56])[N:47]([CH2:52][CH2:53][CH2:54][CH3:55])[CH2:48][CH2:49][CH2:50][CH3:51])=[N:4][N:5]([C:8]2[CH:29]=[CH:28][C:27]([C:30]([NH:31][S:32]([C:35]3[CH:44]=[CH:43][C:42]4[C:37](=[CH:38][CH:39]=[CH:40][CH:41]=4)[CH:36]=3)(=[O:33])=[O:34])=[O:45])=[CH:26][C:9]=2[C:10]([NH:12][CH2:13][C:14]2[CH:15]=[CH:16][CH:17]=[CH:18][C:19]=2[OH:67])=[O:11])[C:6]=1[CH3:7]. The yield is 0.440. (2) The reactants are BrC[CH2:3][CH2:4][CH2:5][C:6]([CH3:21])([C:15]1[CH:20]=[CH:19][CH:18]=[CH:17][CH:16]=1)[CH2:7][O:8][CH:9]1[CH2:14][CH2:13][CH2:12][CH2:11][O:10]1.[Br:22]CCCC(C)(C1C=CC=CC=1)CO.O1C=CCCC1. The catalyst is C(Cl)Cl.O.C1(C)C=CC(S(O)(=O)=O)=CC=1. The product is [Br:22][CH2:3][CH2:4][CH2:5][C:6]([CH3:21])([C:15]1[CH:20]=[CH:19][CH:18]=[CH:17][CH:16]=1)[CH2:7][O:8][CH:9]1[CH2:14][CH2:13][CH2:12][CH2:11][O:10]1. The yield is 0.950.